Dataset: TCR-epitope binding with 47,182 pairs between 192 epitopes and 23,139 TCRs. Task: Binary Classification. Given a T-cell receptor sequence (or CDR3 region) and an epitope sequence, predict whether binding occurs between them. (1) Result: 0 (the TCR does not bind to the epitope). The TCR CDR3 sequence is CASSQDGGLPARQYF. The epitope is QIKVRVKMV. (2) The epitope is GTHWFVTQR. The TCR CDR3 sequence is CATYDIVPFGDEQFF. Result: 1 (the TCR binds to the epitope).